Dataset: Full USPTO retrosynthesis dataset with 1.9M reactions from patents (1976-2016). Task: Predict the reactants needed to synthesize the given product. (1) Given the product [C:4]([C:3]1[C:2]([NH:18][C:19]2[CH:20]=[C:21]([CH:27]=[CH:28][C:29]=2[CH3:30])[C:22]([NH:24][O:25][CH3:26])=[O:23])=[N:9][C:8]([N:10]([CH2:12][C:13]([CH3:16])([CH3:15])[CH3:14])[CH3:11])=[C:7]([F:17])[CH:6]=1)#[N:5], predict the reactants needed to synthesize it. The reactants are: Cl[C:2]1[N:9]=[C:8]([N:10]([CH2:12][C:13]([CH3:16])([CH3:15])[CH3:14])[CH3:11])[C:7]([F:17])=[CH:6][C:3]=1[C:4]#[N:5].[NH2:18][C:19]1[CH:20]=[C:21]([CH:27]=[CH:28][C:29]=1[CH3:30])[C:22]([NH:24][O:25][CH3:26])=[O:23].[F-].[K+]. (2) Given the product [CH2:35]([CH:2]([C:1]([O:14][CH2:15][C:16]1[CH:17]=[CH:18][CH:19]=[CH:20][CH:21]=1)=[O:13])[C:3]([O:5][CH2:6][C:7]1[CH:12]=[CH:11][CH:10]=[CH:9][CH:8]=1)=[O:4])[CH2:34][CH2:33][CH2:32][CH2:31][CH2:30][CH2:29][CH2:28][CH2:27][CH2:26][CH3:25], predict the reactants needed to synthesize it. The reactants are: [C:1]([O:14][CH2:15][C:16]1[CH:21]=[CH:20][CH:19]=[CH:18][CH:17]=1)(=[O:13])[CH2:2][C:3]([O:5][CH2:6][C:7]1[CH:12]=[CH:11][CH:10]=[CH:9][CH:8]=1)=[O:4].[H-].[Na+].Br[CH2:25][CH2:26][CH2:27][CH2:28][CH2:29][CH2:30][CH2:31][CH2:32][CH2:33][CH2:34][CH3:35]. (3) Given the product [N:10]1[CH:11]=[CH:12][CH:13]=[CH:14][C:9]=1[C:6]1[CH:7]=[CH:8][C:3](=[O:2])[NH:4][CH:5]=1, predict the reactants needed to synthesize it. The reactants are: C[O:2][C:3]1[CH:8]=[CH:7][C:6]([C:9]2[CH:14]=[CH:13][CH:12]=[CH:11][N:10]=2)=[CH:5][N:4]=1.Cl. (4) The reactants are: [C:1]([C:3]1[C:4]([C:33]2[CH:34]=[N:35][CH:36]=[CH:37][CH:38]=2)=[C:5]([C:10]2[CH:11]=[C:12]([NH:17][C:18]3[CH:19]=[C:20]([CH:30]=[CH:31][CH:32]=3)[O:21][CH2:22][CH2:23][CH2:24]OS(C)(=O)=O)[CH:13]=[CH:14][C:15]=2[CH3:16])[S:6][C:7]=1[S:8][CH3:9])#[N:2].[CH3:39][NH:40][CH3:41].C(N(CC)CC)C.O. Given the product [CH3:39][N:40]([CH3:41])[CH2:24][CH2:23][CH2:22][O:21][C:20]1[CH:19]=[C:18]([NH:17][C:12]2[CH:13]=[CH:14][C:15]([CH3:16])=[C:10]([C:5]3[S:6][C:7]([S:8][CH3:9])=[C:3]([C:1]#[N:2])[C:4]=3[C:33]3[CH:34]=[N:35][CH:36]=[CH:37][CH:38]=3)[CH:11]=2)[CH:32]=[CH:31][CH:30]=1, predict the reactants needed to synthesize it. (5) Given the product [NH2:13][C:9]1([CH3:12])[CH2:8][CH2:7][N:6]([C:4]([C:3]2[CH:21]=[CH:22][C:23]([C:25]3[N:26]=[CH:27][C:28]4[N:29]([C:31]([C:34]5[CH:39]=[CH:38][C:37]([C:40]#[N:41])=[CH:36][CH:35]=5)=[CH:32][N:33]=4)[CH:30]=3)=[CH:24][C:2]=2[Cl:1])=[O:5])[CH2:11][CH2:10]1, predict the reactants needed to synthesize it. The reactants are: [Cl:1][C:2]1[CH:24]=[C:23]([C:25]2[N:26]=[CH:27][C:28]3[N:29]([C:31]([C:34]4[CH:39]=[CH:38][C:37]([C:40]#[N:41])=[CH:36][CH:35]=4)=[CH:32][N:33]=3)[CH:30]=2)[CH:22]=[CH:21][C:3]=1[C:4]([N:6]1[CH2:11][CH2:10][C:9]([NH:13]C(=O)OC(C)(C)C)([CH3:12])[CH2:8][CH2:7]1)=[O:5]. (6) Given the product [Cl:1][C:2]1[CH:7]=[C:6]([OH:8])[C:5]([I:21])=[CH:4][C:3]=1[C:9]1[CH:14]=[CH:13][CH:12]=[C:11]([F:15])[CH:10]=1, predict the reactants needed to synthesize it. The reactants are: [Cl:1][C:2]1[CH:7]=[C:6]([OH:8])[CH:5]=[CH:4][C:3]=1[C:9]1[CH:14]=[CH:13][CH:12]=[C:11]([F:15])[CH:10]=1.S(=O)(=O)(O)O.[I:21]N1C(=O)CCC1=O.O.